This data is from Forward reaction prediction with 1.9M reactions from USPTO patents (1976-2016). The task is: Predict the product of the given reaction. (1) Given the reactants [Br:1]N1C(=O)CCC1=O.[CH3:9][NH:10][C:11]1[CH:16]=[CH:15][C:14]([S:17][C:18]([F:21])([F:20])[F:19])=[CH:13][N:12]=1.C(Cl)(Cl)Cl, predict the reaction product. The product is: [Br:1][C:16]1[C:11]([NH:10][CH3:9])=[N:12][CH:13]=[C:14]([S:17][C:18]([F:19])([F:21])[F:20])[CH:15]=1. (2) Given the reactants [CH3:1][O:2][N:3]=[C:4]([C:13]1[CH:14]=[N:15][C:16]([NH2:19])=[CH:17][CH:18]=1)[C:5]1[CH:10]=[CH:9][C:8]([O:11][CH3:12])=[CH:7][CH:6]=1.FC(F)(F)C(O)=O, predict the reaction product. The product is: [CH3:1][O:2]/[N:3]=[C:4](\[C:13]1[CH:14]=[N:15][C:16]([NH2:19])=[CH:17][CH:18]=1)/[C:5]1[CH:6]=[CH:7][C:8]([O:11][CH3:12])=[CH:9][CH:10]=1. (3) Given the reactants [ClH:1].Cl.[NH2:3][C:4]1[CH:9]=[C:8]([O:10][C:11]2[CH:16]=[CH:15][C:14]([NH:17][C:18]3[C:23]([C:24]([NH:26][C:27]4[CH:32]=[CH:31][C:30]([F:33])=[CH:29][C:28]=4[F:34])=[O:25])=[CH:22][N:21]=[C:20]([C:35]#[N:36])[N:19]=3)=[CH:13][C:12]=2[F:37])[CH:7]=[CH:6][N:5]=1.Cl, predict the reaction product. The product is: [ClH:1].[ClH:1].[ClH:1].[NH2:36][CH2:35][C:20]1[N:19]=[C:18]([NH:17][C:14]2[CH:15]=[CH:16][C:11]([O:10][C:8]3[CH:7]=[CH:6][N:5]=[C:4]([NH2:3])[CH:9]=3)=[C:12]([F:37])[CH:13]=2)[C:23]([C:24]([NH:26][C:27]2[CH:32]=[CH:31][C:30]([F:33])=[CH:29][C:28]=2[F:34])=[O:25])=[CH:22][N:21]=1. (4) Given the reactants FC(F)(F)[C:3](O)=[O:4].C(O[C:13](=O)[N:14]([CH2:16][CH:17]([C:33]1[CH:38]=[CH:37][C:36]([Cl:39])=[CH:35][CH:34]=1)[C:18]1[CH:23]=[CH:22][C:21]([C:24]2[CH:29]=[CH:28][N:27]=[C:26]3[NH:30][CH:31]=[CH:32][C:25]=23)=[CH:20][CH:19]=1)C)(C)(C)C, predict the reaction product. The product is: [NH3:14].[CH3:3][OH:4].[Cl:39][C:36]1[CH:35]=[CH:34][C:33]([CH:17]([C:18]2[CH:23]=[CH:22][C:21]([C:24]3[CH:29]=[CH:28][N:27]=[C:26]4[NH:30][CH:31]=[CH:32][C:25]=34)=[CH:20][CH:19]=2)[CH2:16][NH:14][CH3:13])=[CH:38][CH:37]=1. (5) Given the reactants [NH2:1][C:2]1[C:7]([C:8]#[N:9])=[C:6]([S:10][CH3:11])[N:5]=[C:4]([S:12][CH2:13][CH3:14])[N:3]=1.CO[CH:17](OC)[N:18]([CH3:20])[CH3:19], predict the reaction product. The product is: [C:8]([C:7]1[C:2]([N:1]=[CH:17][N:18]([CH3:20])[CH3:19])=[N:3][C:4]([S:12][CH2:13][CH3:14])=[N:5][C:6]=1[S:10][CH3:11])#[N:9].